Dataset: Catalyst prediction with 721,799 reactions and 888 catalyst types from USPTO. Task: Predict which catalyst facilitates the given reaction. (1) Product: [C:1]([N:4]1[C:13]2[CH:12]=[CH:11][C:10]([N+:14]([O-:16])=[O:15])=[CH:9][C:8]=2[C:7]2[N:35]([C:33]3[CH:32]=[CH:31][C:30]4[O:26][CH2:27][O:28][C:29]=4[CH:34]=3)[N:36]=[C:18]([C:19]([O:21][CH2:22][CH3:23])=[O:20])[C:6]=2[CH2:5]1)(=[O:3])[CH3:2]. Reactant: [C:1]([N:4]1[C:13]2[C:8](=[CH:9][C:10]([N+:14]([O-:16])=[O:15])=[CH:11][CH:12]=2)[C:7](=O)[CH:6]([C:18](=O)[C:19]([O:21][CH2:22][CH3:23])=[O:20])[CH2:5]1)(=[O:3])[CH3:2].Cl.[O:26]1[C:30]2[CH:31]=[CH:32][C:33]([NH:35][NH2:36])=[CH:34][C:29]=2[O:28][CH2:27]1. The catalyst class is: 15. (2) Reactant: [CH3:1][CH2:2][CH2:3][CH2:4][CH2:5][N:6]([CH2:8][CH2:9][C:10]([P:16]([OH:19])([OH:18])=[O:17])([P:12]([OH:15])([OH:14])=[O:13])[OH:11])[CH3:7].O.O.C([O-])(=O)CC(CC([O-])=O)(C([O-])=O)O.[Na+:35].[Na+].[Na+]. Product: [CH3:1][CH2:2][CH2:3][CH2:4][CH2:5][N:6]([CH2:8][CH2:9][C:10]([P:16]([O-:19])([OH:18])=[O:17])([P:12]([OH:15])([OH:14])=[O:13])[OH:11])[CH3:7].[Na+:35]. The catalyst class is: 868. (3) Reactant: [CH:1]1([N:7]2[CH2:11][CH2:10][CH2:9][C:8]2=[O:12])[CH2:6][CH2:5][CH2:4][CH2:3][CH2:2]1.[Li+].CC([N-]C(C)C)C.[CH2:21](Br)[C:22]1[CH:27]=[CH:26][CH:25]=[CH:24][CH:23]=1. Product: [CH2:21]([CH:9]1[CH2:10][CH2:11][N:7]([CH:1]2[CH2:2][CH2:3][CH2:4][CH2:5][CH2:6]2)[C:8]1=[O:12])[C:22]1[CH:27]=[CH:26][CH:25]=[CH:24][CH:23]=1. The catalyst class is: 1. (4) Reactant: [CH3:1][C:2]1[CH:7]=[CH:6][C:5]([S:8]([O:11][CH2:12][CH:13]2[CH2:17][C:16]3[CH:18]=[CH:19][CH:20]=[C:21](OS(C(F)(F)F)(=O)=O)[C:15]=3[O:14]2)(=[O:10])=[O:9])=[CH:4][CH:3]=1.[CH:30]1[C:39]2[C:34](=[CH:35][CH:36]=[CH:37][CH:38]=2)[CH:33]=[CH:32][C:31]=1B(O)O.P([O-])([O-])([O-])=O.[K+].[K+].[K+]. Product: [CH3:1][C:2]1[CH:3]=[CH:4][C:5]([S:8]([O:11][CH2:12][CH:13]2[CH2:17][C:16]3[CH:18]=[CH:19][CH:20]=[C:21]([C:31]4[CH:32]=[CH:33][C:34]5[C:39](=[CH:38][CH:37]=[CH:36][CH:35]=5)[CH:30]=4)[C:15]=3[O:14]2)(=[O:9])=[O:10])=[CH:6][CH:7]=1. The catalyst class is: 73.